From a dataset of Forward reaction prediction with 1.9M reactions from USPTO patents (1976-2016). Predict the product of the given reaction. (1) Given the reactants Cl.[CH2:2]([N:5]([CH2:21][CH2:22][CH3:23])[CH2:6][CH2:7][CH2:8][CH2:9][N:10]([CH2:12][C:13]1[CH:20]=[CH:19][C:16]([CH2:17][NH2:18])=[CH:15][CH:14]=1)[CH3:11])[CH2:3][CH3:4].[OH-].[Na+], predict the reaction product. The product is: [CH2:21]([N:5]([CH2:2][CH2:3][CH3:4])[CH2:6][CH2:7][CH2:8][CH2:9][N:10]([CH2:12][C:13]1[CH:14]=[CH:15][C:16]([CH2:17][NH2:18])=[CH:19][CH:20]=1)[CH3:11])[CH2:22][CH3:23]. (2) Given the reactants [CH3:1][S:2][C:3]1[N:4]=[CH:5][C:6]2[CH2:12][NH:11][CH2:10][CH2:9][C:7]=2[N:8]=1.Br[C:14]1[CH:15]=[C:16]([CH:30]=[CH:31][N:32]=1)[C:17]([NH:19][C:20]1[CH:25]=[CH:24][CH:23]=[C:22]([C:26]([F:29])([F:28])[F:27])[CH:21]=1)=[O:18], predict the reaction product. The product is: [CH3:1][S:2][C:3]1[N:4]=[CH:5][C:6]2[CH2:12][N:11]([C:14]3[CH:15]=[C:16]([CH:30]=[CH:31][N:32]=3)[C:17]([NH:19][C:20]3[CH:25]=[CH:24][CH:23]=[C:22]([C:26]([F:27])([F:28])[F:29])[CH:21]=3)=[O:18])[CH2:10][CH2:9][C:7]=2[N:8]=1. (3) Given the reactants [CH3:1][NH:2]/[C:3](/[NH:8][CH2:9][CH2:10][S:11][CH2:12][C:13]1[O:17][C:16]([CH2:18][N:19]([CH3:21])[CH3:20])=[CH:15][CH:14]=1)=[CH:4]\[N+:5]([O-:7])=[O:6].C(O)(CC)(C)C.[ClH:28].C(O)(C)C, predict the reaction product. The product is: [CH3:1][NH:2][C:3]([NH:8][CH2:9][CH2:10][S:11][CH2:12][C:13]1[O:17][C:16]([CH2:18][N:19]([CH3:20])[CH3:21])=[CH:15][CH:14]=1)=[CH:4][N+:5]([O-:7])=[O:6].[ClH:28].